Dataset: NCI-60 drug combinations with 297,098 pairs across 59 cell lines. Task: Regression. Given two drug SMILES strings and cell line genomic features, predict the synergy score measuring deviation from expected non-interaction effect. (1) Drug 1: CC1CC2C3CCC4=CC(=O)C=CC4(C3(C(CC2(C1(C(=O)CO)O)C)O)F)C. Drug 2: CC1CC(C(C(C=C(C(C(C=CC=C(C(=O)NC2=CC(=O)C(=C(C1)C2=O)OC)C)OC)OC(=O)N)C)C)O)OC. Cell line: NCI-H460. Synergy scores: CSS=47.0, Synergy_ZIP=2.11, Synergy_Bliss=0.140, Synergy_Loewe=-21.1, Synergy_HSA=2.09. (2) Drug 1: CC12CCC3C(C1CCC2O)C(CC4=C3C=CC(=C4)O)CCCCCCCCCS(=O)CCCC(C(F)(F)F)(F)F. Drug 2: N.N.Cl[Pt+2]Cl. Cell line: UO-31. Synergy scores: CSS=14.6, Synergy_ZIP=-4.84, Synergy_Bliss=-3.21, Synergy_Loewe=-0.828, Synergy_HSA=-2.58. (3) Drug 1: CC1=C(C(=CC=C1)Cl)NC(=O)C2=CN=C(S2)NC3=CC(=NC(=N3)C)N4CCN(CC4)CCO. Drug 2: CCC1(C2=C(COC1=O)C(=O)N3CC4=CC5=C(C=CC(=C5CN(C)C)O)N=C4C3=C2)O.Cl. Cell line: MDA-MB-231. Synergy scores: CSS=35.8, Synergy_ZIP=-0.678, Synergy_Bliss=0.560, Synergy_Loewe=1.36, Synergy_HSA=5.34. (4) Drug 1: C1CC(=O)NC(=O)C1N2CC3=C(C2=O)C=CC=C3N. Drug 2: COCCOC1=C(C=C2C(=C1)C(=NC=N2)NC3=CC=CC(=C3)C#C)OCCOC.Cl. Cell line: MALME-3M. Synergy scores: CSS=6.95, Synergy_ZIP=-0.763, Synergy_Bliss=2.89, Synergy_Loewe=2.65, Synergy_HSA=2.97. (5) Drug 1: C1=CC(=C2C(=C1NCCNCCO)C(=O)C3=C(C=CC(=C3C2=O)O)O)NCCNCCO. Drug 2: C1CC(C1)(C(=O)O)C(=O)O.[NH2-].[NH2-].[Pt+2]. Cell line: 786-0. Synergy scores: CSS=66.2, Synergy_ZIP=2.01, Synergy_Bliss=2.58, Synergy_Loewe=2.30, Synergy_HSA=6.02. (6) Drug 1: CCC1(CC2CC(C3=C(CCN(C2)C1)C4=CC=CC=C4N3)(C5=C(C=C6C(=C5)C78CCN9C7C(C=CC9)(C(C(C8N6C=O)(C(=O)OC)O)OC(=O)C)CC)OC)C(=O)OC)O.OS(=O)(=O)O. Drug 2: CC=C1C(=O)NC(C(=O)OC2CC(=O)NC(C(=O)NC(CSSCCC=C2)C(=O)N1)C(C)C)C(C)C. Cell line: SNB-75. Synergy scores: CSS=38.6, Synergy_ZIP=-4.98, Synergy_Bliss=-1.74, Synergy_Loewe=-18.9, Synergy_HSA=0.288. (7) Synergy scores: CSS=29.9, Synergy_ZIP=-7.86, Synergy_Bliss=-0.913, Synergy_Loewe=-2.61, Synergy_HSA=2.76. Cell line: EKVX. Drug 1: COC1=C(C=C2C(=C1)N=CN=C2NC3=CC(=C(C=C3)F)Cl)OCCCN4CCOCC4. Drug 2: CC1=CC=C(C=C1)C2=CC(=NN2C3=CC=C(C=C3)S(=O)(=O)N)C(F)(F)F. (8) Drug 1: C1CNP(=O)(OC1)N(CCCl)CCCl. Drug 2: COCCOC1=C(C=C2C(=C1)C(=NC=N2)NC3=CC=CC(=C3)C#C)OCCOC.Cl. Cell line: SK-MEL-5. Synergy scores: CSS=17.5, Synergy_ZIP=-3.13, Synergy_Bliss=-2.39, Synergy_Loewe=10.4, Synergy_HSA=4.28.